From a dataset of Reaction yield outcomes from USPTO patents with 853,638 reactions. Predict the reaction yield, written as a fraction of the theoretical maximum amount of product (1.0 means a 100% yield; for example, 0.34 means a 34% yield). (1) The reactants are C(OC([N:8]1[CH2:12][CH2:11][CH:10]([N:13]2[CH2:18][CH2:17][CH:16]([C:19]3[CH:24]=[CH:23][CH:22]=[CH:21][CH:20]=3)[CH2:15][CH2:14]2)[CH2:9]1)=O)(C)(C)C.[ClH:25].O1CCOCC1. No catalyst specified. The product is [ClH:25].[ClH:25].[C:19]1([CH:16]2[CH2:15][CH2:14][N:13]([CH:10]3[CH2:11][CH2:12][NH:8][CH2:9]3)[CH2:18][CH2:17]2)[CH:24]=[CH:23][CH:22]=[CH:21][CH:20]=1. The yield is 0.610. (2) No catalyst specified. The yield is 0.320. The reactants are [Cl:1][C:2]1[N:3]=[C:4](Cl)[C:5]2[CH2:10][CH2:9][CH:8]([C:11]3[CH:16]=[CH:15][C:14]([F:17])=[CH:13][CH:12]=3)[C:6]=2[N:7]=1.[CH2:19]([CH:21]1[CH2:25][CH2:24][CH2:23][NH:22]1)[CH3:20]. The product is [Cl:1][C:2]1[N:3]=[C:4]([N:22]2[CH2:23][CH2:24][CH2:25][CH:21]2[CH2:19][CH3:20])[C:5]2[CH2:10][CH2:9][CH:8]([C:11]3[CH:16]=[CH:15][C:14]([F:17])=[CH:13][CH:12]=3)[C:6]=2[N:7]=1. (3) The reactants are Br[C:2]1[C:3]([F:19])=[CH:4][C:5]2[O:11][CH2:10][CH2:9][N:8]3[CH:12]=[C:13]([C:15]([NH2:17])=[O:16])[N:14]=[C:7]3[C:6]=2[CH:18]=1.[OH:20][C:21]([CH3:27])([C:25]#[CH:26])[CH2:22][C:23]#[N:24]. No catalyst specified. The product is [C:23]([CH2:22][C:21]([OH:20])([CH3:27])[C:25]#[C:26][C:2]1[C:3]([F:19])=[CH:4][C:5]2[O:11][CH2:10][CH2:9][N:8]3[CH:12]=[C:13]([C:15]([NH2:17])=[O:16])[N:14]=[C:7]3[C:6]=2[CH:18]=1)#[N:24]. The yield is 0.300. (4) The reactants are [NH2:1][C:2]1[N:3]=[CH:4][C:5]([C:12]2[CH:22]=[CH:21][C:15]([C:16]([N:18]([CH3:20])[CH3:19])=[O:17])=[CH:14][CH:13]=2)=[N:6][C:7]=1[C:8]([NH:10][NH2:11])=O.N(C1C=CC=CC=1C#N)=[C:24]=[S:25].CC[N:36]([CH:40](C)C)[CH:37]([CH3:39])C.BrP(Br)([C:57]1[CH:62]=[CH:61][CH:60]=[CH:59][CH:58]=1)([C:57]1[CH:62]=[CH:61][CH:60]=[CH:59][CH:58]=1)[C:57]1[CH:62]=[CH:61][CH:60]=[CH:59][CH:58]=1.[C:64](#[N:66])C. The catalyst is C(Cl)Cl.CCOCC. The product is [NH2:1][C:2]1[N:3]=[CH:4][C:5]([C:12]2[CH:22]=[CH:21][C:15]([C:16]([N:18]3[CH2:20][CH2:39][CH2:37][NH:36][CH2:40][CH2:19]3)=[O:17])=[CH:14][C:13]=2[C:64]#[N:66])=[N:6][C:7]=1[C:8]1[S:25][C:24]([C:57]2[CH:58]=[CH:59][CH:60]=[CH:61][CH:62]=2)=[N:11][N:10]=1. The yield is 0.620. (5) The reactants are [Br:1][C:2]1[CH:7]=[CH:6][C:5]([C:8]2[NH:9][CH:10]=[C:11]([C:13]3[N:17]([CH:18]([CH3:20])[CH3:19])[N:16]=[C:15]([CH3:21])[N:14]=3)[N:12]=2)=[C:4]([F:22])[CH:3]=1.C1(=O)O[CH2:26][CH2:25][O:24]1.CO. The catalyst is C1(C)C=CC=CC=1.C(Cl)Cl. The product is [Br:1][C:2]1[CH:7]=[CH:6][C:5]([C:8]2[N:9]([CH2:26][CH2:25][OH:24])[CH:10]=[C:11]([C:13]3[N:17]([CH:18]([CH3:19])[CH3:20])[N:16]=[C:15]([CH3:21])[N:14]=3)[N:12]=2)=[C:4]([F:22])[CH:3]=1. The yield is 0.710.